Dataset: Reaction yield outcomes from USPTO patents with 853,638 reactions. Task: Predict the reaction yield, written as a fraction of the theoretical maximum amount of product (1.0 means a 100% yield; for example, 0.34 means a 34% yield). The reactants are [F:1][C:2]1[CH:11]=[CH:10][CH:9]=[C:8]2[C:3]=1[CH:4]=[CH:5][CH:6]=[C:7]2[NH:12]C(=O)C.[N+:16]([O-])([OH:18])=[O:17]. The catalyst is CC(O)=O. The product is [NH2:12][C:7]1[C:8]2[C:3](=[C:2]([F:1])[CH:11]=[CH:10][CH:9]=2)[C:4]([N+:16]([O-:18])=[O:17])=[CH:5][CH:6]=1. The yield is 0.270.